From a dataset of Forward reaction prediction with 1.9M reactions from USPTO patents (1976-2016). Predict the product of the given reaction. (1) Given the reactants [C:1]([O:5][C:6]([N:8]1[CH2:11][CH:10]([CH2:12][OH:13])[CH2:9]1)=[O:7])([CH3:4])([CH3:3])[CH3:2].[H-].[Na+].[CH2:16]([O:23][C:24]1[CH:29]=[CH:28][C:27]([C:30]2[CH:35]=[C:34](Cl)[N:33]=[N:32][C:31]=2[CH2:37][CH2:38][CH2:39][CH3:40])=[CH:26][CH:25]=1)[C:17]1[CH:22]=[CH:21][CH:20]=[CH:19][CH:18]=1.O, predict the reaction product. The product is: [C:1]([O:5][C:6]([N:8]1[CH2:11][CH:10]([CH2:12][O:13][C:34]2[N:33]=[N:32][C:31]([CH2:37][CH2:38][CH2:39][CH3:40])=[C:30]([C:27]3[CH:26]=[CH:25][C:24]([O:23][CH2:16][C:17]4[CH:18]=[CH:19][CH:20]=[CH:21][CH:22]=4)=[CH:29][CH:28]=3)[CH:35]=2)[CH2:9]1)=[O:7])([CH3:4])([CH3:3])[CH3:2]. (2) Given the reactants C(Cl)CCl.[C:5]([C:8]1[CH:9]=[CH:10][C:11]2[NH:17][CH:16]([CH2:18][C:19]([O:21][CH3:22])=[O:20])[C:15](=[O:23])[N:14]([CH2:24][CH2:25][C:26]3[CH:31]=[CH:30][CH:29]=[CH:28][CH:27]=3)[CH2:13][C:12]=2[CH:32]=1)(O)=[O:6].Cl.Cl.[NH2:35][CH2:36][C:37]1[NH:38][C:39]2[CH:45]=[CH:44][CH:43]=[CH:42][C:40]=2[N:41]=1.C1C=CC2N(O)N=NC=2C=1.O.C(N(C(C)C)CC)(C)C, predict the reaction product. The product is: [N:41]1[C:40]2[CH:42]=[CH:43][CH:44]=[CH:45][C:39]=2[NH:38][C:37]=1[CH2:36][NH:35][C:5]([C:8]1[CH:9]=[CH:10][C:11]2[NH:17][CH:16]([CH2:18][C:19]([O:21][CH3:22])=[O:20])[C:15](=[O:23])[N:14]([CH2:24][CH2:25][C:26]3[CH:27]=[CH:28][CH:29]=[CH:30][CH:31]=3)[CH2:13][C:12]=2[CH:32]=1)=[O:6].